This data is from Forward reaction prediction with 1.9M reactions from USPTO patents (1976-2016). The task is: Predict the product of the given reaction. (1) Given the reactants [Cl:1][C:2]1[CH:11]=[C:10]2[C:5]([C:6]([C:28]3[CH:29]=[C:30](/[CH:34]=[CH:35]/[C:36]([OH:38])=[O:37])[CH:31]=[CH:32][CH:33]=3)=[C:7]([CH2:13][C:14]([NH:16][C:17]3[CH:22]=[CH:21][C:20]([F:23])=[CH:19][C:18]=3[C:24]([F:27])([F:26])[F:25])=[O:15])[C:8](=[O:12])[O:9]2)=[CH:4][C:3]=1[CH3:39].[OH:40][CH2:41][C:42]([CH2:46][OH:47])([CH2:44][OH:45])[NH2:43].C(O)C, predict the reaction product. The product is: [OH:40][CH2:41][C:42]([CH2:46][OH:47])([CH2:44][OH:45])[NH2:43].[Cl:1][C:2]1[CH:11]=[C:10]2[C:5]([C:6]([C:28]3[CH:29]=[C:30](/[CH:34]=[CH:35]/[C:36]([OH:38])=[O:37])[CH:31]=[CH:32][CH:33]=3)=[C:7]([CH2:13][C:14]([NH:16][C:17]3[CH:22]=[CH:21][C:20]([F:23])=[CH:19][C:18]=3[C:24]([F:25])([F:27])[F:26])=[O:15])[C:8](=[O:12])[O:9]2)=[CH:4][C:3]=1[CH3:39]. (2) Given the reactants [F-].[Cs+].[Br:3][C:4]1[C:12]2[C:7](=[CH:8][C:9]([O:13][Si](C(C)(C)C)(C)C)=[CH:10][CH:11]=2)[N:6]([C:21]([O:23][C:24]([CH3:27])([CH3:26])[CH3:25])=[O:22])[C:5]=1[C:28]([O:30][CH3:31])=[O:29], predict the reaction product. The product is: [Br:3][C:4]1[C:12]2[C:7](=[CH:8][C:9]([OH:13])=[CH:10][CH:11]=2)[N:6]([C:21]([O:23][C:24]([CH3:27])([CH3:26])[CH3:25])=[O:22])[C:5]=1[C:28]([O:30][CH3:31])=[O:29]. (3) The product is: [CH:1]1([CH2:4][O:5][C:6]2[CH:7]=[C:8]([C:16]3[N:21]4[N:22]=[C:23]([C:25]5[CH:26]=[N+:27]([O-:36])[CH:28]=[CH:29][CH:30]=5)[N:24]=[C:20]4[N:19]=[CH:18][CH:17]=3)[CH:9]=[CH:10][C:11]=2[O:12][CH:13]([F:15])[F:14])[CH2:3][CH2:2]1. Given the reactants [CH:1]1([CH2:4][O:5][C:6]2[CH:7]=[C:8]([C:16]3[N:21]4[N:22]=[C:23]([C:25]5[CH:26]=[N:27][CH:28]=[CH:29][CH:30]=5)[N:24]=[C:20]4[N:19]=[CH:18][CH:17]=3)[CH:9]=[CH:10][C:11]=2[O:12][CH:13]([F:15])[F:14])[CH2:3][CH2:2]1.ClC1C=C(C=CC=1)C(OO)=[O:36].C([O-])(O)=O.[Na+], predict the reaction product. (4) Given the reactants [CH2:1]([O:8][C@@H:9]1[C@@H:14]([O:15][CH2:16][C:17]2[CH:22]=[CH:21][CH:20]=[CH:19][CH:18]=2)[C@H:13]([O:23][CH2:24][C:25]2[CH:30]=[CH:29][CH:28]=[CH:27][CH:26]=2)[C@@H:12]([CH2:31][O:32][CH2:33][C:34]2[CH:39]=[CH:38][CH:37]=[CH:36][CH:35]=2)[O:11][C@H:10]1[N:40]1[C:48]2[C:43](=[C:44]([CH3:49])[CH:45]=[CH:46][CH:47]=2)[C:42]([CH2:50][C:51]2[CH:56]=[CH:55][C:54]([C:57]([O:59]C(C)(C)C)=[O:58])=[CH:53][CH:52]=2)=[CH:41]1)[C:2]1[CH:7]=[CH:6][CH:5]=[CH:4][CH:3]=1.FC(F)(F)C(O)=O, predict the reaction product. The product is: [CH2:1]([O:8][C@@H:9]1[C@@H:14]([O:15][CH2:16][C:17]2[CH:22]=[CH:21][CH:20]=[CH:19][CH:18]=2)[C@H:13]([O:23][CH2:24][C:25]2[CH:30]=[CH:29][CH:28]=[CH:27][CH:26]=2)[C@@H:12]([CH2:31][O:32][CH2:33][C:34]2[CH:39]=[CH:38][CH:37]=[CH:36][CH:35]=2)[O:11][C@H:10]1[N:40]1[C:48]2[C:43](=[C:44]([CH3:49])[CH:45]=[CH:46][CH:47]=2)[C:42]([CH2:50][C:51]2[CH:56]=[CH:55][C:54]([C:57]([OH:59])=[O:58])=[CH:53][CH:52]=2)=[CH:41]1)[C:2]1[CH:3]=[CH:4][CH:5]=[CH:6][CH:7]=1. (5) The product is: [NH2:28][C:24]1([C:21]2[CH:20]=[CH:19][C:18]([C:16]3[C:15]([C:36]4[CH:41]=[CH:40][CH:39]=[CH:38][CH:37]=4)=[CH:14][N:11]4[N:12]=[C:13]5[C:9]([CH:8]=[CH:7][CH:6]=[C:5]5[CH2:3][OH:2])=[C:10]4[N:17]=3)=[CH:23][CH:22]=2)[CH2:25][CH2:26][CH2:27]1. Given the reactants C[O:2][C:3]([C:5]1[C:13]2[C:9](=[C:10]3[N:17]=[C:16]([C:18]4[CH:23]=[CH:22][C:21]([C:24]5([NH:28]C(OC(C)(C)C)=O)[CH2:27][CH2:26][CH2:25]5)=[CH:20][CH:19]=4)[C:15]([C:36]4[CH:41]=[CH:40][CH:39]=[CH:38][CH:37]=4)=[CH:14][N:11]3[N:12]=2)[CH:8]=[CH:7][CH:6]=1)=O.[H-].[Al+3].[Li+].[H-].[H-].[H-].C(OC(=O)NC1(C2C=CC(C3C(C4C=CC=CC=4)=CN4N=C5C(C=CC=C5CO)=C4N=3)=CC=2)CCC1)(C)(C)C, predict the reaction product. (6) Given the reactants [C:1]([O:5][C:6](=[O:35])[N:7]([CH2:11][CH2:12][CH2:13][N:14]1[C:22]([CH2:23][C:24]2[C:32]([I:33])=[CH:31][C:27]3[O:28][CH2:29][O:30][C:26]=3[CH:25]=2)=[N:21][C:20]2[C:15]1=[N:16][CH:17]=[N:18][C:19]=2N)[CH:8]([CH3:10])[CH3:9])([CH3:4])([CH3:3])[CH3:2].N([O-])=[O:37].[Na+], predict the reaction product. The product is: [C:1]([O:5][C:6](=[O:35])[N:7]([CH2:11][CH2:12][CH2:13][N:14]1[C:22]([CH2:23][C:24]2[C:32]([I:33])=[CH:31][C:27]3[O:28][CH2:29][O:30][C:26]=3[CH:25]=2)=[N:21][C:20]2[C:19](=[O:37])[NH:18][CH:17]=[N:16][C:15]1=2)[CH:8]([CH3:9])[CH3:10])([CH3:4])([CH3:3])[CH3:2]. (7) Given the reactants [F:8][C:7]([F:10])([F:9])[C:6](O[C:6](=[O:11])[C:7]([F:10])([F:9])[F:8])=[O:11].[C:14]1([C@H:20]([NH2:23])[CH2:21][CH3:22])[CH:19]=[CH:18][CH:17]=[CH:16][CH:15]=1.CS(O)(=O)=O.[Br:29]N1C(C)(C)C(=O)N(Br)C1=O, predict the reaction product. The product is: [Br:29][C:17]1[CH:18]=[CH:19][C:14]([C@H:20]([NH:23][C:6](=[O:11])[C:7]([F:8])([F:9])[F:10])[CH2:21][CH3:22])=[CH:15][CH:16]=1. (8) Given the reactants [CH3:1][O:2][C:3](=[O:11])[C:4]1[CH:9]=[CH:8][C:7]([CH3:10])=[N:6][CH:5]=1.II.IC(C)(C)C.FC(F)(F)C(O)=[O:22].[O-]S([O-])(=S)=O.[Na+].[Na+].C([O-])(O)=O.[Na+], predict the reaction product. The product is: [CH3:1][O:2][C:3](=[O:11])[C:4]1[CH:9]=[CH:8][C:7]([CH:10]=[O:22])=[N:6][CH:5]=1. (9) The product is: [Na+:20].[S:21]([CH2:2][CH2:3][CH2:4][CH2:5][CH2:6][CH2:7][CH2:8][CH2:9][CH2:10][CH2:11][CH2:12][CH2:13][CH2:14][C:15]([O-:17])=[O:16])([OH:24])(=[O:23])=[O:22]. Given the reactants Br[CH2:2][CH2:3][CH2:4][CH2:5][CH2:6][CH2:7][CH2:8][CH2:9][CH2:10][CH2:11][CH2:12][CH2:13][CH2:14][C:15]([OH:17])=[O:16].O.[OH-].[Na+:20].[S:21]([O-:24])([O-:23])=[O:22].[Na+].[Na+], predict the reaction product.